Dataset: Full USPTO retrosynthesis dataset with 1.9M reactions from patents (1976-2016). Task: Predict the reactants needed to synthesize the given product. (1) Given the product [C:17]1([C:29]2[CH:30]=[CH:31][CH:32]=[CH:33][CH:34]=2)[CH:22]=[CH:21][CH:20]=[C:19]([N:23]2[CH2:24][CH2:25][N:26]([C:9]([NH:8][C:5]3[O:4][N:3]=[C:2]([CH3:1])[C:6]=3[CH3:7])=[O:16])[CH2:27][CH2:28]2)[CH:18]=1, predict the reactants needed to synthesize it. The reactants are: [CH3:1][C:2]1[C:6]([CH3:7])=[C:5]([NH:8][C:9](=[O:16])OCC(Cl)(Cl)Cl)[O:4][N:3]=1.[C:17]1([C:29]2[CH:34]=[CH:33][CH:32]=[CH:31][CH:30]=2)[CH:22]=[CH:21][CH:20]=[C:19]([N:23]2[CH2:28][CH2:27][NH:26][CH2:25][CH2:24]2)[CH:18]=1.C(N(C(C)C)CC)(C)C.O. (2) Given the product [Br:13][C:14]1[CH:15]=[C:16]([N:20]2[CH:10]=[C:7]([C:5]3[CH:6]=[CH:1][CH:2]=[CH:3][N:4]=3)[CH:8]=[N:21]2)[CH:17]=[CH:18][CH:19]=1, predict the reactants needed to synthesize it. The reactants are: [CH:1]1[CH:6]=[C:5]([CH:7]([CH:10]=O)[CH:8]=O)[N:4]=[CH:3][CH:2]=1.Cl.[Br:13][C:14]1[CH:15]=[C:16]([NH:20][NH2:21])[CH:17]=[CH:18][CH:19]=1. (3) Given the product [N:1]1([C:7]2[S:9][CH2:11][C:12](=[O:13])[N:8]=2)[CH2:6][CH2:5][S:4][CH2:3][CH2:2]1, predict the reactants needed to synthesize it. The reactants are: [N:1]1([C:7](=[S:9])[NH2:8])[CH2:6][CH2:5][S:4][CH2:3][CH2:2]1.Cl[CH2:11][C:12](O)=[O:13].